Task: Predict the reaction yield, written as a fraction of the theoretical maximum amount of product (1.0 means a 100% yield; for example, 0.34 means a 34% yield).. Dataset: Reaction yield outcomes from USPTO patents with 853,638 reactions (1) The reactants are [C:1]([C:4]1[CH:13]=[C:12]2[C:7]([CH2:8][CH:9]([CH2:20][CH:21]([CH3:23])[CH3:22])[N:10](C(=O)C(F)(F)F)[CH2:11]2)=[CH:6][CH:5]=1)(=[O:3])[CH3:2].Cl.C(=O)(O)[O-].[Na+]. The catalyst is C(O)CCC. The product is [C:1]([C:4]1[CH:13]=[C:12]2[C:7]([CH2:8][CH:9]([CH2:20][CH:21]([CH3:23])[CH3:22])[NH:10][CH2:11]2)=[CH:6][CH:5]=1)(=[O:3])[CH3:2]. The yield is 0.850. (2) The reactants are [CH3:1][C:2]1[O:6][C:5]([C:7]([O:9][CH3:10])=[O:8])=[CH:4][C:3]=1[C:11]1[N:15]([CH3:16])[N:14]=[CH:13][CH:12]=1.[Br:17]N1C(=O)CCC1=O. The catalyst is O1CCCC1. The product is [Br:17][C:12]1[CH:13]=[N:14][N:15]([CH3:16])[C:11]=1[C:3]1[CH:4]=[C:5]([C:7]([O:9][CH3:10])=[O:8])[O:6][C:2]=1[CH3:1]. The yield is 0.150. (3) The reactants are Cl[C:2]1[N:3]=[C:4]([NH:18][CH3:19])[C:5]2[N:6]=[C:7]([NH:14][CH2:15][CH2:16][CH3:17])[N:8]=[C:9]([NH:12][CH3:13])[C:10]=2[N:11]=1.Cl.C([O:23][C:24](=[O:27])[CH2:25][NH2:26])C.[CH:28](N(CC)C(C)C)(C)C.C([O-])(O)=O.[Na+].C(O)[CH2:43][CH2:44][CH3:45]. No catalyst specified. The product is [C:44]([O:27][C:24](=[O:23])[CH2:25][NH:26][C:2]1[N:3]=[C:4]([NH:18][CH3:19])[C:5]2[N:6]=[C:7]([NH:14][CH2:15][CH2:16][CH3:17])[N:8]=[C:9]([NH:12][CH3:13])[C:10]=2[N:11]=1)([CH3:43])([CH3:45])[CH3:28]. The yield is 0.380. (4) The reactants are Cl[C:2]1[N:11]=[C:10]([N:12]([C:14]2[CH:19]=[CH:18][C:17]([O:20][CH3:21])=[CH:16][CH:15]=2)[CH3:13])[C:9]2[C:4](=[CH:5][CH:6]=[CH:7][CH:8]=2)[N:3]=1.Cl.[NH2:23][OH:24]. The catalyst is C(O)(C)C. The product is [OH:24][NH:23][C:2]1[N:11]=[C:10]([N:12]([C:14]2[CH:19]=[CH:18][C:17]([O:20][CH3:21])=[CH:16][CH:15]=2)[CH3:13])[C:9]2[C:4](=[CH:5][CH:6]=[CH:7][CH:8]=2)[N:3]=1. The yield is 0.400. (5) The reactants are [Br:1][C:2]1(Br)[CH2:10][CH2:9][C:5]2[CH:6]=[CH:7][S:8][C:4]=2[C:3]1=[O:11].C(=O)([O-])[O-].[Na+].[Na+]. The catalyst is CN(C)C=O. The product is [Br:1][C:2]1[CH:10]=[CH:9][C:5]2[CH:6]=[CH:7][S:8][C:4]=2[C:3]=1[OH:11]. The yield is 0.770. (6) The reactants are [NH2:1][C:2]1[S:3][C:4]([C:8]([O:10]CC)=[O:9])=[C:5]([CH3:7])[N:6]=1.[OH-].[Na+].O1CCCC1. The catalyst is O. The product is [NH2:1][C:2]1[S:3][C:4]([C:8]([OH:10])=[O:9])=[C:5]([CH3:7])[N:6]=1. The yield is 0.940.